This data is from Reaction yield outcomes from USPTO patents with 853,638 reactions. The task is: Predict the reaction yield, written as a fraction of the theoretical maximum amount of product (1.0 means a 100% yield; for example, 0.34 means a 34% yield). (1) The reactants are Cl[C:2]1[CH:11]=[CH:10][CH:9]=[C:8]2[C:3]=1[C:4](=[O:28])[N:5]([C:22]1[CH:27]=[CH:26][CH:25]=[CH:24][CH:23]=1)[C:6]([C@@H:12]([NH:14][C:15](=[O:21])[O:16][C:17]([CH3:20])([CH3:19])[CH3:18])[CH3:13])=[N:7]2.[CH3:29][N:30]1[CH:34]=[C:33](B2OC(C)(C)C(C)(C)O2)[CH:32]=[N:31]1.C([O-])([O-])=O.[Na+].[Na+].C(Cl)Cl. The catalyst is CC(N(C)C)=O.O.C1C=CC(P(C2C=CC=CC=2)[C-]2C=CC=C2)=CC=1.C1C=CC(P(C2C=CC=CC=2)[C-]2C=CC=C2)=CC=1.Cl[Pd]Cl.[Fe+2]. The product is [CH3:29][N:30]1[CH:34]=[C:33]([C:2]2[CH:11]=[CH:10][CH:9]=[C:8]3[C:3]=2[C:4](=[O:28])[N:5]([C:22]2[CH:27]=[CH:26][CH:25]=[CH:24][CH:23]=2)[C:6]([C@@H:12]([NH:14][C:15](=[O:21])[O:16][C:17]([CH3:20])([CH3:19])[CH3:18])[CH3:13])=[N:7]3)[CH:32]=[N:31]1. The yield is 0.870. (2) The reactants are [NH:1]1[CH2:6][CH:5]=[C:4]([C:7]2[C:15]3[C:10](=[N:11][CH:12]=[CH:13][CH:14]=3)[NH:9][CH:8]=2)[CH2:3][CH2:2]1.Cl[CH2:17][C:18]([C:20]1[CH:21]=[CH:22][C:23]2[O:28][CH2:27][C:26](=[O:29])[N:25]([CH3:30])[C:24]=2[CH:31]=1)=[O:19].C(=O)([O-])[O-].[K+].[K+]. The catalyst is C1COCC1. The product is [CH3:30][N:25]1[C:24]2[CH:31]=[C:20]([C:18](=[O:19])[CH2:17][N:1]3[CH2:2][CH:3]=[C:4]([C:7]4[C:15]5[C:10](=[N:11][CH:12]=[CH:13][CH:14]=5)[NH:9][CH:8]=4)[CH2:5][CH2:6]3)[CH:21]=[CH:22][C:23]=2[O:28][CH2:27][C:26]1=[O:29]. The yield is 0.450. (3) The reactants are Cl.[NH2:2][C@@H:3]1[CH2:8][CH2:7][CH2:6][CH2:5][C@H:4]1[CH2:9][OH:10].C([O-])([O-])=O.[Na+].[Na+].Cl[C:18]([O:20][CH2:21][C:22]1[CH:27]=[CH:26][CH:25]=[CH:24][CH:23]=1)=[O:19]. No catalyst specified. The product is [CH2:21]([O:20][C:18](=[O:19])[NH:2][C@@H:3]1[CH2:8][CH2:7][CH2:6][CH2:5][C@H:4]1[CH2:9][OH:10])[C:22]1[CH:27]=[CH:26][CH:25]=[CH:24][CH:23]=1. The yield is 0.950. (4) The product is [Br-:23].[OH:10][C:9]([C:17]1[CH:22]=[CH:21][CH:20]=[CH:19][CH:18]=1)([C:11]1[CH:12]=[CH:13][CH:14]=[CH:15][CH:16]=1)[C:4]12[CH2:5][CH2:6][N+:1]([CH2:24][CH2:25][CH2:26][O:27][C:28]3[CH:33]=[CH:32][CH:31]=[CH:30][C:29]=3[OH:34])([CH2:2][CH2:3]1)[CH2:8][CH2:7]2. The catalyst is CC#N. The reactants are [N:1]12[CH2:8][CH2:7][C:4]([C:9]([C:17]3[CH:22]=[CH:21][CH:20]=[CH:19][CH:18]=3)([C:11]3[CH:16]=[CH:15][CH:14]=[CH:13][CH:12]=3)[OH:10])([CH2:5][CH2:6]1)[CH2:3][CH2:2]2.[Br:23][CH2:24][CH2:25][CH2:26][O:27][C:28]1[CH:33]=[CH:32][CH:31]=[CH:30][C:29]=1[OH:34]. The yield is 0.750. (5) The reactants are O.O.[C:3]([O-:15])(=[O:14])[CH2:4][C:5]([CH2:10][C:11]([O-:13])=[O:12])([C:7]([O-:9])=[O:8])[OH:6].[Na+:16].[Na+].[Na+]. The catalyst is O. The product is [C:3]([O-:15])(=[O:14])[CH2:4][C:5]([CH2:10][C:11]([O-:13])=[O:12])([C:7]([O-:9])=[O:8])[OH:6].[Na+:16].[Na+:16].[Na+:16]. The yield is 0.0300. (6) The reactants are [CH3:1][O:2][C:3]([C@@H:5]([N:13]1[CH2:21][C:17]2[CH:18]=[CH:19][S:20][C:16]=2[CH2:15][CH2:14]1)[C:6]1[CH:7]=[CH:8][CH:9]=[CH:10][C:11]=1[Cl:12])=[O:4].[S:22](=[O:26])(=[O:25])([OH:24])[OH:23]. The catalyst is C(O)(C)C. The product is [CH3:1][O:2][C:3]([C@@H:5]([N:13]1[CH2:21][C:17]2[CH:18]=[CH:19][S:20][C:16]=2[CH2:15][CH2:14]1)[C:6]1[C:11]([Cl:12])=[CH:10][CH:9]=[CH:8][CH:7]=1)=[O:4].[OH:25][S:22]([OH:26])(=[O:24])=[O:23]. The yield is 0.130. (7) The reactants are C[Al](C)C.[F:5][C:6]([F:10])([F:9])[CH2:7][NH2:8].C[O:12][C:13](=O)[C:14]1[CH:19]=[CH:18][C:17]([O:20][CH2:21][C:22]2[C:23]([C:28]3[CH:33]=[CH:32][CH:31]=[CH:30][C:29]=3[F:34])=[N:24][O:25][C:26]=2[CH3:27])=[N:16][CH:15]=1.O. The product is [F:34][C:29]1[CH:30]=[CH:31][CH:32]=[CH:33][C:28]=1[C:23]1[C:22]([CH2:21][O:20][C:17]2[CH:18]=[CH:19][C:14]([C:13]([NH:8][CH2:7][C:6]([F:10])([F:9])[F:5])=[O:12])=[CH:15][N:16]=2)=[C:26]([CH3:27])[O:25][N:24]=1. The catalyst is O1CCOCC1. The yield is 0.880. (8) The reactants are [Br:1][C:2]1[C:3]([N:17]([CH3:22])[S:18]([CH3:21])(=[O:20])=[O:19])=[CH:4][C:5]2[O:9][C:8]([CH:10]=O)=[C:7]([C:12]([NH:14][CH3:15])=[O:13])[C:6]=2[CH:16]=1.Cl.[NH2:24][OH:25].N1C=CC=CC=1. The catalyst is CS(C)=O.O. The product is [Br:1][C:2]1[C:3]([N:17]([CH3:22])[S:18]([CH3:21])(=[O:20])=[O:19])=[CH:4][C:5]2[O:9][C:8]([CH:10]=[N:24][OH:25])=[C:7]([C:12]([NH:14][CH3:15])=[O:13])[C:6]=2[CH:16]=1. The yield is 0.750. (9) The reactants are [Br:1][C:2]1[CH:7]=[C:6]([N+:8]([O-:10])=[O:9])[CH:5]=[CH:4][C:3]=1[C:11]([CH3:17])([CH3:16])[CH2:12][C:13]([NH2:15])=O.B.C1COCC1. The catalyst is C1COCC1. The product is [Br:1][C:2]1[CH:7]=[C:6]([N+:8]([O-:10])=[O:9])[CH:5]=[CH:4][C:3]=1[C:11]([CH3:17])([CH3:16])[CH2:12][CH2:13][NH2:15]. The yield is 0.810.